Task: Predict the reaction yield, written as a fraction of the theoretical maximum amount of product (1.0 means a 100% yield; for example, 0.34 means a 34% yield).. Dataset: Reaction yield outcomes from USPTO patents with 853,638 reactions (1) The reactants are [O:1]=[C:2]1[CH2:8][CH2:7][CH2:6][NH:5][CH2:4][CH2:3]1.Cl.[OH-].[Na+].[C:12]([O:16][C:17](OC([O-])=O)=[O:18])([CH3:15])([CH3:14])[CH3:13]. The catalyst is CC(O)(C)C.O. The product is [C:12]([O:16][C:17]([N:5]1[CH2:6][CH2:7][CH2:8][C:2](=[O:1])[CH2:3][CH2:4]1)=[O:18])([CH3:15])([CH3:14])[CH3:13]. The yield is 0.840. (2) The reactants are [NH2:1][C:2]1[CH:7]=[CH:6][C:5]([S:8]([NH:11][C:12]2[S:13][C:14]([CH3:17])=[N:15][N:16]=2)(=[O:10])=[O:9])=[CH:4][CH:3]=1.[C:18](Cl)(=[O:28])[CH2:19][CH2:20][CH2:21][CH2:22][CH2:23][CH2:24][CH2:25][CH2:26][CH3:27].Cl. The catalyst is N1C=CC=CC=1. The product is [CH3:17][C:14]1[S:13][C:12]([NH:11][S:8]([C:5]2[CH:6]=[CH:7][C:2]([NH:1][C:18](=[O:28])[CH2:19][CH2:20][CH2:21][CH2:22][CH2:23][CH2:24][CH2:25][CH2:26][CH3:27])=[CH:3][CH:4]=2)(=[O:10])=[O:9])=[N:16][N:15]=1. The yield is 0.950. (3) The reactants are [N+:1]([C:4]1[CH:28]=[CH:27][C:7]([C:8]([N:10]=[C:11]2[N:15]([CH:16]([CH2:21][CH3:22])[C:17]([O:19][CH3:20])=[O:18])[C:14]3[CH:23]=[CH:24][CH:25]=[CH:26][C:13]=3[S:12]2)=[O:9])=[CH:6][CH:5]=1)([O-])=O. The catalyst is C(OCC)(=O)C.[Pd]. The product is [NH2:1][C:4]1[CH:28]=[CH:27][C:7]([C:8]([N:10]=[C:11]2[N:15]([CH:16]([CH2:21][CH3:22])[C:17]([O:19][CH3:20])=[O:18])[C:14]3[CH:23]=[CH:24][CH:25]=[CH:26][C:13]=3[S:12]2)=[O:9])=[CH:6][CH:5]=1. The yield is 0.930. (4) The product is [F:35][C:36]1[CH:37]=[C:38]([NH:43][C:44](=[O:71])[NH:45][C:46]2[CH:51]=[CH:50][C:49]([C:52]3[CH:60]=[C:59]4[C:55]([CH2:56][N:57]([C@@H:62]([CH:67]([CH3:69])[CH3:68])[C:63]([OH:65])=[O:64])[C:58]4=[O:61])=[CH:54][CH:53]=3)=[CH:48][C:47]=2[F:70])[CH:39]=[CH:40][C:41]=1[F:42]. No catalyst specified. The yield is 0.930. The reactants are ClC1C=CC=CC=1NC(=O)NC1C=CC(C2C=C3C(CN([C@@H](C(C)C)C(O)=O)C3=O)=CC=2)=NC=1.[F:35][C:36]1[CH:37]=[C:38]([NH:43][C:44](=[O:71])[NH:45][C:46]2[CH:51]=[CH:50][C:49]([C:52]3[CH:60]=[C:59]4[C:55]([CH2:56][N:57]([C@@H:62]([CH:67]([CH3:69])[CH3:68])[C:63]([O:65]C)=[O:64])[C:58]4=[O:61])=[CH:54][CH:53]=3)=[CH:48][C:47]=2[F:70])[CH:39]=[CH:40][C:41]=1[F:42]. (5) The reactants are [OH-].[Na+].[CH2:3]([O:7][C:8]1[CH:13]=[CH:12][C:11]([NH:14][C:15](=[O:37])[N:16]([C:18]2[CH:19]=[C:20]([C:24]3[CH:29]=[CH:28][C:27]([CH2:30][CH2:31][C:32]([O:34]CC)=[O:33])=[CH:26][CH:25]=3)[CH:21]=[CH:22][CH:23]=2)[CH3:17])=[CH:10][CH:9]=1)[CH2:4][CH2:5][CH3:6]. The catalyst is O1CCCC1.CO. The product is [CH2:3]([O:7][C:8]1[CH:9]=[CH:10][C:11]([NH:14][C:15](=[O:37])[N:16]([C:18]2[CH:19]=[C:20]([C:24]3[CH:25]=[CH:26][C:27]([CH2:30][CH2:31][C:32]([OH:34])=[O:33])=[CH:28][CH:29]=3)[CH:21]=[CH:22][CH:23]=2)[CH3:17])=[CH:12][CH:13]=1)[CH2:4][CH2:5][CH3:6]. The yield is 0.710.